From a dataset of Full USPTO retrosynthesis dataset with 1.9M reactions from patents (1976-2016). Predict the reactants needed to synthesize the given product. (1) Given the product [C:3]([C:7]1[N:11]([C:12]2[CH:17]=[CH:16][C:15]([Cl:18])=[C:14]([C:19]([F:20])([F:22])[F:21])[CH:13]=2)[N:10]=[CH:9][C:8]=1[C:23]([OH:25])=[O:24])([CH3:6])([CH3:4])[CH3:5], predict the reactants needed to synthesize it. The reactants are: [OH-].[Na+].[C:3]([C:7]1[N:11]([C:12]2[CH:17]=[CH:16][C:15]([Cl:18])=[C:14]([C:19]([F:22])([F:21])[F:20])[CH:13]=2)[N:10]=[CH:9][C:8]=1[C:23]([O:25]CC)=[O:24])([CH3:6])([CH3:5])[CH3:4]. (2) Given the product [N:13]([C:6]1[C:7]([C:9]([F:10])([F:11])[F:12])=[N:8][C:3]([O:2][CH3:1])=[CH:4][CH:5]=1)=[C:14]=[S:15], predict the reactants needed to synthesize it. The reactants are: [CH3:1][O:2][C:3]1[N:8]=[C:7]([C:9]([F:12])([F:11])[F:10])[C:6]([NH2:13])=[CH:5][CH:4]=1.[C:14](Cl)(Cl)=[S:15].O. (3) Given the product [NH2:1][C@H:2]1[C:7]([F:9])([F:8])[CH2:6][CH2:5][CH2:4][C@H:3]1[NH:10][C:11]1[N:12]=[C:13]([NH:30][C:29]2[CH:28]=[CH:27][C:26]([C:23]3[CH:22]=[CH:21][N:20]=[CH:25][CH:24]=3)=[CH:32][CH:31]=2)[C:14]([C:17]#[N:18])=[N:15][CH:16]=1, predict the reactants needed to synthesize it. The reactants are: [NH2:1][C@H:2]1[C:7]([F:9])([F:8])[CH2:6][CH2:5][CH2:4][C@H:3]1[NH:10][C:11]1[N:12]=[C:13](Cl)[C:14]([C:17]#[N:18])=[N:15][CH:16]=1.[N:20]1[CH:25]=[CH:24][C:23]([C:26]2[CH:32]=[CH:31][C:29]([NH2:30])=[CH:28][CH:27]=2)=[CH:22][CH:21]=1.C([O-])([O-])=O.[K+].[K+].C1C=CC(P(C2C(C3C(P(C4C=CC=CC=4)C4C=CC=CC=4)=CC=C4C=3C=CC=C4)=C3C(C=CC=C3)=CC=2)C2C=CC=CC=2)=CC=1. (4) Given the product [NH2:15][C:16](=[O:30])[CH2:17][S:18]([C:21]1[CH:29]=[CH:28][C:24]([C:25]([NH:6][C:5]2[CH:7]=[CH:8][C:2]([Cl:1])=[C:3]([C:9]3[CH:14]=[CH:13][CH:12]=[CH:11][N:10]=3)[CH:4]=2)=[O:26])=[CH:23][CH:22]=1)(=[O:19])=[O:20], predict the reactants needed to synthesize it. The reactants are: [Cl:1][C:2]1[CH:8]=[CH:7][C:5]([NH2:6])=[CH:4][C:3]=1[C:9]1[CH:14]=[CH:13][CH:12]=[CH:11][N:10]=1.[NH2:15][C:16](=[O:30])[CH2:17][S:18]([C:21]1[CH:29]=[CH:28][C:24]([C:25](O)=[O:26])=[CH:23][CH:22]=1)(=[O:20])=[O:19]. (5) Given the product [NH2:9][C:3]1[N:4]=[CH:5][N:6]=[C:7]([O:17][C:13]2[CH:12]=[C:11]([NH:10][C:40](=[O:43])[CH:41]=[CH2:42])[CH:16]=[CH:15][CH:14]=2)[C:2]=1[C:25]1[CH:24]=[N:23][N:22]([CH2:21][C:20]2[CH:36]=[CH:37][CH:38]=[CH:39][C:19]=2[F:18])[CH:26]=1, predict the reactants needed to synthesize it. The reactants are: Cl[C:2]1[C:3]([NH2:9])=[N:4][CH:5]=[N:6][C:7]=1Cl.[NH2:10][C:11]1[CH:12]=[C:13]([OH:17])[CH:14]=[CH:15][CH:16]=1.[F:18][C:19]1[CH:39]=[CH:38][CH:37]=[CH:36][C:20]=1[CH2:21][N:22]1[CH:26]=[C:25](B2OC(C)(C)C(C)(C)O2)[CH:24]=[N:23]1.[C:40](Cl)(=[O:43])[CH:41]=[CH2:42]. (6) The reactants are: N[C:2]1[N:7]=[CH:6][C:5]([C:8]2[CH:13]=[CH:12][C:11]([C:14]3[N:15]([C:30]4[CH:35]=[CH:34][C:33]([Cl:36])=[CH:32][CH:31]=4)[C:16](=[O:29])[C:17]4[CH:22]=[N:21][N:20]([C:23]5[CH:28]=[CH:27][CH:26]=[CH:25][CH:24]=5)[C:18]=4[N:19]=3)=[CH:10][CH:9]=2)=[CH:4][CH:3]=1.N([O-])=[O:38].[Na+].C([O-])(O)=O.[Na+]. Given the product [Cl:36][C:33]1[CH:32]=[CH:31][C:30]([N:15]2[C:16](=[O:29])[C:17]3[CH:22]=[N:21][N:20]([C:23]4[CH:28]=[CH:27][CH:26]=[CH:25][CH:24]=4)[C:18]=3[N:19]=[C:14]2[C:11]2[CH:12]=[CH:13][C:8]([C:5]3[CH:4]=[CH:3][C:2](=[O:38])[NH:7][CH:6]=3)=[CH:9][CH:10]=2)=[CH:35][CH:34]=1, predict the reactants needed to synthesize it. (7) Given the product [F:1][C:2]1[CH:3]=[C:4]([CH:26]([NH:35][S@:33]([C:30]([CH3:32])([CH3:31])[CH3:29])=[O:34])[CH3:27])[CH:5]=[CH:6][C:7]=1[C:8]1[S:9][C:10]2[C:15]([N:16]=1)=[CH:14][CH:13]=[C:12]([C:17]1([C:20]3[CH:25]=[CH:24][CH:23]=[CH:22][CH:21]=3)[CH2:19][CH2:18]1)[N:11]=2, predict the reactants needed to synthesize it. The reactants are: [F:1][C:2]1[CH:3]=[C:4]([C:26](=O)[CH3:27])[CH:5]=[CH:6][C:7]=1[C:8]1[S:9][C:10]2[C:15]([N:16]=1)=[CH:14][CH:13]=[C:12]([C:17]1([C:20]3[CH:25]=[CH:24][CH:23]=[CH:22][CH:21]=3)[CH2:19][CH2:18]1)[N:11]=2.[CH3:29][C:30]([S@:33]([NH2:35])=[O:34])([CH3:32])[CH3:31].CCC(C)[BH-](C(C)CC)C(C)CC.[Li+].CO. (8) Given the product [ClH:18].[CH3:16][N:13]1[CH2:12][CH2:11][N:10]([C:7]2[CH:8]=[CH:9][C:4]([C:3]([OH:17])=[O:2])=[CH:5][CH:6]=2)[CH2:15][CH2:14]1, predict the reactants needed to synthesize it. The reactants are: C[O:2][C:3](=[O:17])[C:4]1[CH:9]=[CH:8][C:7]([N:10]2[CH2:15][CH2:14][N:13]([CH3:16])[CH2:12][CH2:11]2)=[CH:6][CH:5]=1.[ClH:18]. (9) Given the product [Cl:1][C:2]1[CH:8]=[C:7]([O:9][C:10]2[C:11]3[N:18]([CH3:19])[CH:17]=[CH:16][C:12]=3[N:13]=[CH:14][N:15]=2)[CH:6]=[CH:5][C:3]=1[NH:4][C:30]([NH:29][C:25]1[CH:26]=[CH:27][CH:28]=[C:23]([S:22][C:21]([F:32])([F:20])[F:33])[CH:24]=1)=[O:31], predict the reactants needed to synthesize it. The reactants are: [Cl:1][C:2]1[CH:8]=[C:7]([O:9][C:10]2[C:11]3[N:18]([CH3:19])[CH:17]=[CH:16][C:12]=3[N:13]=[CH:14][N:15]=2)[CH:6]=[CH:5][C:3]=1[NH2:4].[F:20][C:21]([F:33])([F:32])[S:22][C:23]1[CH:24]=[C:25]([N:29]=[C:30]=[O:31])[CH:26]=[CH:27][CH:28]=1.C(N(CC)CC)C. (10) Given the product [CH3:52][N:51]([CH3:53])[S:48]([C:45]1[CH:44]=[CH:43][C:42]([N:38]2[CH2:39][CH2:40][C@H:36]([NH:35][C:33](=[O:34])[O:32][C:28]([CH3:31])([CH3:29])[CH3:30])[CH2:37]2)=[CH:47][CH:46]=1)(=[O:49])=[O:50], predict the reactants needed to synthesize it. The reactants are: C(C1C=CC(N2CC[C@H](N[C@@H](C3C4C(=CC=CC=4)C=CC=3)C)C2)=CC=1)(=O)C.[C:28]([O:32][C:33]([NH:35][C@H:36]1[CH2:40][CH2:39][NH:38][CH2:37]1)=[O:34])([CH3:31])([CH3:30])[CH3:29].F[C:42]1[CH:47]=[CH:46][C:45]([S:48]([N:51]([CH3:53])[CH3:52])(=[O:50])=[O:49])=[CH:44][CH:43]=1.C(=O)([O-])[O-].[K+].[K+].